Dataset: Forward reaction prediction with 1.9M reactions from USPTO patents (1976-2016). Task: Predict the product of the given reaction. (1) Given the reactants C([O:8][C:9]1[CH:14]=[C:13](I)[CH:12]=[CH:11][C:10]=1[N:16]1[S:20](=[O:22])(=[O:21])[N:19](CC[Si](C)(C)C)[C:18](=[O:29])[CH2:17]1)C1C=CC=CC=1.[CH3:30][C:31](=[CH2:39])[CH2:32][C:33]1[CH:38]=[CH:37][CH:36]=[CH:35][CH:34]=1, predict the reaction product. The product is: [OH:8][C:9]1[CH:14]=[C:13]([CH2:30][CH:31]([CH3:39])[CH2:32][C:33]2[CH:38]=[CH:37][CH:36]=[CH:35][CH:34]=2)[CH:12]=[CH:11][C:10]=1[N:16]1[S:20](=[O:21])(=[O:22])[NH:19][C:18](=[O:29])[CH2:17]1. (2) Given the reactants [F:1][C:2]1[CH:7]=[CH:6][CH:5]=[CH:4][C:3]=1[O:8][CH3:9].C([Li])CCC.CN(CCN(CCN(C)C)C)C.[C:27]([O:31][C:32]([N:34]1[CH2:39][CH2:38][CH:37]([C:40](=[O:45])N(OC)C)[CH2:36][CH2:35]1)=[O:33])([CH3:30])([CH3:29])[CH3:28], predict the reaction product. The product is: [C:27]([O:31][C:32]([N:34]1[CH2:39][CH2:38][CH:37]([C:40](=[O:45])[C:7]2[CH:6]=[CH:5][CH:4]=[C:3]([O:8][CH3:9])[C:2]=2[F:1])[CH2:36][CH2:35]1)=[O:33])([CH3:30])([CH3:29])[CH3:28]. (3) Given the reactants [O:1]1[CH2:5][CH2:4][CH2:3][CH2:2]1.C([N-]C(C)C)(C)C.[Li+].[C:14]([C:16]1[S:17]C=CC=1)#[N:15].C(O)(=O)CC(CC(O)=O)(C(O)=O)O, predict the reaction product. The product is: [CH:2]([C:3]1[S:17][C:16]([C:14]#[N:15])=[CH:5][CH:4]=1)=[O:1]. (4) Given the reactants [O:1]1[C@H:3]2[CH2:4][C@@H:5]3[C@@H:14]([C@@:15]4([CH3:23])[CH2:16][CH2:17][C:18](=O)[C:19]([CH3:21])([CH3:20])[C@:2]124)[CH2:13][CH2:12][C@@:10]1([CH3:11])[C@H:6]3[CH2:7][CH2:8][C@@H:9]1[OH:24].[ClH:25].Cl.[NH2:27][CH2:28][CH2:29][O:30][NH2:31], predict the reaction product. The product is: [ClH:25].[NH2:27][CH2:28][CH2:29][O:30]/[N:31]=[C:18]1/[C:19]([CH3:21])([CH3:20])[C@:2]23[O:1][C@H:3]2[CH2:4][C@@H:5]2[C@@H:14]([C@@:15]3([CH3:23])[CH2:16][CH2:17]/1)[CH2:13][CH2:12][C@@:10]1([CH3:11])[C@H:6]2[CH2:7][CH2:8][C@@H:9]1[OH:24]. (5) Given the reactants Cl.[NH2:2][C:3]1[C:8]([CH:9]=[N:10]O)=[CH:7][CH:6]=[C:5]([Cl:12])[N:4]=1.O1CCOCC1.N1C=CC=CC=1.FC(F)(F)C(OC(=O)C(F)(F)F)=O, predict the reaction product. The product is: [NH2:2][C:3]1[C:8]([C:9]#[N:10])=[CH:7][CH:6]=[C:5]([Cl:12])[N:4]=1. (6) Given the reactants [Br:1][C:2]1[CH:3]=[C:4]([C:8]#[C:9][CH2:10]OS(C)(=O)=O)[CH:5]=[N:6][CH:7]=1.C([O-])([O-])=O.[K+].[K+].Cl.[F:23][C:24]1([F:29])[CH2:28][CH2:27][NH:26][CH2:25]1.O, predict the reaction product. The product is: [Br:1][C:2]1[CH:7]=[N:6][CH:5]=[C:4]([C:8]#[C:9][CH2:10][N:26]2[CH2:27][CH2:28][C:24]([F:29])([F:23])[CH2:25]2)[CH:3]=1. (7) Given the reactants CN(C(ON1N=NC2C=CC=NC1=2)=[N+](C)C)C.F[P-](F)(F)(F)(F)F.[F:25][C:26]1[CH:27]=[C:28]([NH:37][C:38]([C@H:40]2[C:49]3[C:44](=[CH:45][C:46]([O:50][CH3:51])=[CH:47][CH:48]=3)[CH2:43][CH2:42][NH:41]2)=[O:39])[CH:29]=[C:30]([F:36])[C:31]=1[Si:32]([CH3:35])([CH3:34])[CH3:33].[C:52]([O:56][C:57](=[O:66])[CH2:58][C@@H:59]1[CH2:62][C@H:61]([C:63](O)=[O:64])[CH2:60]1)([CH3:55])([CH3:54])[CH3:53].CCN(C(C)C)C(C)C, predict the reaction product. The product is: [F:25][C:26]1[CH:27]=[C:28]([NH:37][C:38]([C@H:40]2[C:49]3[C:44](=[CH:45][C:46]([O:50][CH3:51])=[CH:47][CH:48]=3)[CH2:43][CH2:42][N:41]2[C:63]([C@@H:61]2[CH2:60][C@H:59]([CH2:58][C:57]([O:56][C:52]([CH3:55])([CH3:54])[CH3:53])=[O:66])[CH2:62]2)=[O:64])=[O:39])[CH:29]=[C:30]([F:36])[C:31]=1[Si:32]([CH3:33])([CH3:35])[CH3:34].